From a dataset of Catalyst prediction with 721,799 reactions and 888 catalyst types from USPTO. Predict which catalyst facilitates the given reaction. (1) Reactant: Cl[C:2]1[C:7]2[C:8]3[CH2:14][CH2:13][CH2:12][CH2:11][C:9]=3[Se:10][C:6]=2[N:5]=[CH:4][N:3]=1.[NH2:15][C:16]1[O:17][C:18]([C:23]2[CH:28]=[CH:27][CH:26]=[CH:25][CH:24]=2)=[CH:19][C:20]=1[C:21]#[N:22].[OH-].[Na+]. Product: [C:23]1([C:18]2[O:17][C:16]([NH:15][C:2]3[C:7]4[C:8]5[CH2:14][CH2:13][CH2:12][CH2:11][C:9]=5[Se:10][C:6]=4[N:5]=[CH:4][N:3]=3)=[C:20]([C:21]#[N:22])[CH:19]=2)[CH:24]=[CH:25][CH:26]=[CH:27][CH:28]=1. The catalyst class is: 3. (2) The catalyst class is: 2. Reactant: [N+:1]([O:4][CH:5]([CH3:11])[CH2:6][CH2:7][CH2:8][CH2:9][OH:10])([O-:3])=[O:2].[CH2:12]([O:14][C:15]1[N:19]([CH2:20][C:21]2[CH:26]=[CH:25][C:24]([C:27]3[CH:32]=[CH:31][CH:30]=[CH:29][C:28]=3[C:33]3[N:37]([C:38]([C:51]4[CH:56]=[CH:55][CH:54]=[CH:53][CH:52]=4)([C:45]4[CH:50]=[CH:49][CH:48]=[CH:47][CH:46]=4)[C:39]4[CH:44]=[CH:43][CH:42]=[CH:41][CH:40]=4)[N:36]=[N:35][N:34]=3)=[CH:23][CH:22]=2)[C:18]2[C:57]([C:61]([O:63][C:64]([CH3:79])([O:66][C:67](OC3C=CC([N+]([O-])=O)=CC=3)=[O:68])[CH3:65])=[O:62])=[CH:58][CH:59]=[CH:60][C:17]=2[N:16]=1)[CH3:13]. Product: [CH2:12]([O:14][C:15]1[N:19]([CH2:20][C:21]2[CH:26]=[CH:25][C:24]([C:27]3[CH:32]=[CH:31][CH:30]=[CH:29][C:28]=3[C:33]3[N:37]([C:38]([C:51]4[CH:52]=[CH:53][CH:54]=[CH:55][CH:56]=4)([C:45]4[CH:50]=[CH:49][CH:48]=[CH:47][CH:46]=4)[C:39]4[CH:44]=[CH:43][CH:42]=[CH:41][CH:40]=4)[N:36]=[N:35][N:34]=3)=[CH:23][CH:22]=2)[C:18]2[C:57]([C:61]([O:63][C:64]([O:66][C:67]([O:10][CH2:9][CH2:8][CH2:7][CH2:6][CH:5]([O:4][N+:1]([O-:3])=[O:2])[CH3:11])=[O:68])([CH3:79])[CH3:65])=[O:62])=[CH:58][CH:59]=[CH:60][C:17]=2[N:16]=1)[CH3:13]. (3) Reactant: [O:1]1[C:5]2[CH:6]=[CH:7][C:8]([C:10]3([C:13]([OH:15])=O)[CH2:12][CH2:11]3)=[CH:9][C:4]=2[O:3][CH2:2]1.S(Cl)(Cl)=O.CN(C)C=O.[Br:25][C:26]1[N:31]=[C:30]([NH2:32])[CH:29]=[CH:28][CH:27]=1. Product: [O:3]1[C:4]2[CH:9]=[C:8]([C:10]3([C:13]([NH:32][C:30]4[CH:29]=[CH:28][CH:27]=[C:26]([Br:25])[N:31]=4)=[O:15])[CH2:11][CH2:12]3)[CH:7]=[CH:6][C:5]=2[O:1][CH2:2]1. The catalyst class is: 17. (4) Reactant: [CH3:1][O:2][C:3]1[CH:4]=[C:5]([S:9][CH2:10][C:11]([OH:28])([CH3:27])[C:12]([NH:14][C:15]2[CH:20]=[CH:19][C:18]([C:21]#[N:22])=[C:17]([C:23]([F:26])([F:25])[F:24])[CH:16]=2)=[O:13])[CH:6]=[CH:7][CH:8]=1.OO.[H-].[OH2:32].[Cl-].[Na+].[OH2:35]. Product: [CH3:1][O:2][C:3]1[CH:4]=[C:5]([S:9]([CH2:10][C:11]([OH:28])([CH3:27])[C:12]([NH:14][C:15]2[CH:20]=[CH:19][C:18]([C:21]#[N:22])=[C:17]([C:23]([F:24])([F:25])[F:26])[CH:16]=2)=[O:13])(=[O:35])=[O:32])[CH:6]=[CH:7][CH:8]=1. The catalyst class is: 4. (5) Reactant: C(=O)([O-])[O-].[Cs+].[Cs+].[CH2:7](Br)[C:8]1[CH:13]=[CH:12][CH:11]=[CH:10][CH:9]=1.[F:15][C:16]1[C:21](=[O:22])[N:20]2[CH2:23][CH2:24][C@@H:25]([C:27]([F:30])([F:29])[F:28])[NH:26][C:19]2=[N:18][C:17]=1[N:31]1[CH2:36][CH2:35][O:34][CH2:33][CH2:32]1. Product: [CH2:7]([N:26]1[C:19]2=[N:18][C:17]([N:31]3[CH2:36][CH2:35][O:34][CH2:33][CH2:32]3)=[C:16]([F:15])[C:21](=[O:22])[N:20]2[CH2:23][CH2:24][C@H:25]1[C:27]([F:28])([F:30])[F:29])[C:8]1[CH:13]=[CH:12][CH:11]=[CH:10][CH:9]=1. The catalyst class is: 10. (6) Product: [F:1][C:2]([F:14])([F:15])[C:3]1[CH:4]=[C:5]([CH:6]=[C:7]([C:9]([F:11])([F:10])[F:12])[CH:8]=1)[O:13][CH:17]([CH3:30])[CH2:18][CH2:19][CH2:20][CH2:21][CH2:22][CH2:23][CH2:24][CH2:25][CH2:26][C:27]([OH:29])=[O:28]. The catalyst class is: 74. Reactant: [F:1][C:2]([F:15])([F:14])[C:3]1[CH:4]=[C:5]([OH:13])[CH:6]=[C:7]([C:9]([F:12])([F:11])[F:10])[CH:8]=1.Br[CH:17]([CH3:30])[CH2:18][CH2:19][CH2:20][CH2:21][CH2:22][CH2:23][CH2:24][CH2:25][CH2:26][C:27]([OH:29])=[O:28].Cl. (7) The catalyst class is: 3. Reactant: [H-].[Na+].[CH2:3]([OH:7])[CH2:4][CH2:5][CH3:6].[Br:8][C:9]1[C:10](Cl)=[N:11][CH:12]=[C:13]([CH3:15])[CH:14]=1.C(=O)(O)[O-].[Na+]. Product: [Br:8][C:9]1[C:10]([O:7][CH2:3][CH2:4][CH2:5][CH3:6])=[N:11][CH:12]=[C:13]([CH3:15])[CH:14]=1. (8) Reactant: C([O:8][CH2:9][CH2:10][C:11]1([C:21]#[N:22])[CH2:20][CH2:19][C:14]2([O:18][CH2:17][CH2:16][O:15]2)[CH2:13][CH2:12]1)C1C=CC=CC=1. Product: [OH:8][CH2:9][CH2:10][C:11]1([C:21]#[N:22])[CH2:20][CH2:19][C:14]2([O:18][CH2:17][CH2:16][O:15]2)[CH2:13][CH2:12]1. The catalyst class is: 349.